From a dataset of Reaction yield outcomes from USPTO patents with 853,638 reactions. Predict the reaction yield, written as a fraction of the theoretical maximum amount of product (1.0 means a 100% yield; for example, 0.34 means a 34% yield). The reactants are Cl.[CH3:2][NH:3][OH:4].CO[Na].[C:8]([C:10]1[CH:11]=[C:12]([C:16]2[CH:17]=[C:18]3[C:23](=[CH:24][CH:25]=2)[O:22][CH:21]([C:26]2[CH:31]=[CH:30][CH:29]=[CH:28][N:27]=2)[CH2:20]/[C:19]/3=[N:32]/[C:33]#[N:34])[CH:13]=[CH:14][CH:15]=1)#[N:9]. The catalyst is CO. The product is [NH2:34][C:33]1[N:3]([CH3:2])[O:4][C:19]2([C:18]3[C:23](=[CH:24][CH:25]=[C:16]([C:12]4[CH:11]=[C:10]([CH:15]=[CH:14][CH:13]=4)[C:8]#[N:9])[CH:17]=3)[O:22][CH:21]([C:26]3[CH:31]=[CH:30][CH:29]=[CH:28][N:27]=3)[CH2:20]2)[N:32]=1. The yield is 0.0800.